From a dataset of Full USPTO retrosynthesis dataset with 1.9M reactions from patents (1976-2016). Predict the reactants needed to synthesize the given product. (1) Given the product [Si:1]([O:8][C@H:9]1[CH2:13][N:12]([C:14]([O:16][C:17]([CH3:19])([CH3:18])[CH3:20])=[O:15])[CH2:11][C@@:10]1([CH2:21][CH2:22][OH:26])[O:24][CH3:25])([C:4]([CH3:7])([CH3:5])[CH3:6])([CH3:2])[CH3:3], predict the reactants needed to synthesize it. The reactants are: [Si:1]([O:8][C@H:9]1[CH2:13][N:12]([C:14]([O:16][C:17]([CH3:20])([CH3:19])[CH3:18])=[O:15])[CH2:11][C@:10]1([O:24][CH3:25])[CH2:21][CH:22]=C)([C:4]([CH3:7])([CH3:6])[CH3:5])([CH3:3])[CH3:2].[O:26]=[O+][O-]. (2) Given the product [CH2:32]([O:31][C:29](=[O:30])[CH2:28][O:25][C:20]1[CH:1]=[CH:22][CH:23]=[C:24]2[C:19]=1[CH:18]=[C:17]([CH3:26])[N:16]2[CH2:9][C:10]1[CH:15]=[CH:14][CH:13]=[CH:12][CH:11]=1)[CH3:33], predict the reactants needed to synthesize it. The reactants are: [C:1]([O-])([O-])=O.[K+].[K+].[Na+].[I-].[CH2:9]([N:16]1[C:24]2[CH:23]=[CH:22]N[C:20](=[O:25])[C:19]=2[CH:18]=[C:17]1[CH3:26])[C:10]1[CH:15]=[CH:14][CH:13]=[CH:12][CH:11]=1.Br[CH2:28][C:29]([O:31][CH2:32][CH3:33])=[O:30]. (3) Given the product [CH:8]1([NH:11][C:12]2[S:13][CH:16]=[C:17]([C:19]3[CH:27]=[CH:26][C:22]([C:23]([OH:25])=[O:24])=[CH:21][CH:20]=3)[N:14]=2)[CH2:10][CH2:9]1, predict the reactants needed to synthesize it. The reactants are: N(C1CC1)=C=S.N.[CH:8]1([NH:11][C:12]([NH2:14])=[S:13])[CH2:10][CH2:9]1.Br[CH2:16][C:17]([C:19]1[CH:27]=[CH:26][C:22]([C:23]([OH:25])=[O:24])=[CH:21][CH:20]=1)=O. (4) Given the product [F:1][C:2]1[C:7]([CH:8]([CH3:10])[CH3:9])=[CH:6][C:5]([C:11]2[CH:16]=[CH:15][C:14]([C:17]([F:20])([F:19])[F:18])=[CH:13][C:12]=2[CH:21]2[N:24]([CH2:25][C:26]3[CH:27]=[CH:28][C:29]([O:32][CH3:33])=[CH:30][CH:31]=3)[C:44](=[O:45])[NH:23][CH2:22]2)=[C:4]([O:34][CH3:35])[CH:3]=1, predict the reactants needed to synthesize it. The reactants are: [F:1][C:2]1[C:7]([CH:8]([CH3:10])[CH3:9])=[CH:6][C:5]([C:11]2[CH:16]=[CH:15][C:14]([C:17]([F:20])([F:19])[F:18])=[CH:13][C:12]=2[CH:21]([NH:24][CH2:25][C:26]2[CH:31]=[CH:30][C:29]([O:32][CH3:33])=[CH:28][CH:27]=2)[C:22]#[N:23])=[C:4]([O:34][CH3:35])[CH:3]=1.[H-].[H-].[H-].[H-].[Li+].[Al+3].C1C[O:45][CH2:44]C1. (5) The reactants are: [F:1][C:2]1[CH:3]=[C:4]([CH:8]=[C:9]([CH3:11])[CH:10]=1)[C:5]([OH:7])=[O:6].[O-:12][Mn](=O)(=O)=O.[K+].[OH2:18]. Given the product [F:1][C:2]1[CH:3]=[C:4]([C:5]([OH:7])=[O:6])[CH:8]=[C:9]([CH:10]=1)[C:11]([OH:12])=[O:18], predict the reactants needed to synthesize it. (6) The reactants are: [Cl:1][C:2]1[CH:7]=[CH:6][C:5]([C@H:8]2[N:15]3[C:11]([S:12][C:13]([C:19]([N:21]4[CH2:28][CH2:27][CH2:26][C@H:22]4[C:23](O)=[O:24])=[O:20])=[C:14]3[CH:16]([CH3:18])[CH3:17])=[N:10][C@:9]2([C:30]2[CH:35]=[CH:34][C:33]([Cl:36])=[CH:32][CH:31]=2)[CH3:29])=[CH:4][CH:3]=1.[CH:37]1([N:40]2[CH2:45][CH2:44][NH:43][CH2:42][CH2:41]2)[CH2:39][CH2:38]1. Given the product [Cl:1][C:2]1[CH:3]=[CH:4][C:5]([C@H:8]2[N:15]3[C:11]([S:12][C:13]([C:19]([N:21]4[CH2:28][CH2:27][CH2:26][C@H:22]4[C:23]([N:43]4[CH2:44][CH2:45][N:40]([CH:37]5[CH2:39][CH2:38]5)[CH2:41][CH2:42]4)=[O:24])=[O:20])=[C:14]3[CH:16]([CH3:17])[CH3:18])=[N:10][C@:9]2([C:30]2[CH:31]=[CH:32][C:33]([Cl:36])=[CH:34][CH:35]=2)[CH3:29])=[CH:6][CH:7]=1, predict the reactants needed to synthesize it.